Predict the product of the given reaction. From a dataset of Forward reaction prediction with 1.9M reactions from USPTO patents (1976-2016). Given the reactants Cl.[NH2:2][C@H:3]([CH2:21][C:22]1[CH:27]=[CH:26][C:25]([Cl:28])=[CH:24][CH:23]=1)[C:4]([N:6]1[CH2:11][CH2:10][N:9]([C:12]2[CH:17]=[CH:16][CH:15]=[CH:14][C:13]=2[N+:18]([O-:20])=[O:19])[CH2:8][CH2:7]1)=[O:5].ClC1C=CC(C[C@@H](NC(OC(C)(C)C)=O)C(N2CCN(C3C=CC=CC=3[N+]([O-])=O)CC2)=O)=CC=1.Cl, predict the reaction product. The product is: [NH2:2][C@H:3]([CH2:21][C:22]1[CH:23]=[CH:24][C:25]([Cl:28])=[CH:26][CH:27]=1)[C:4]([N:6]1[CH2:11][CH2:10][N:9]([C:12]2[CH:17]=[CH:16][CH:15]=[CH:14][C:13]=2[N+:18]([O-:20])=[O:19])[CH2:8][CH2:7]1)=[O:5].